Dataset: Reaction yield outcomes from USPTO patents with 853,638 reactions. Task: Predict the reaction yield, written as a fraction of the theoretical maximum amount of product (1.0 means a 100% yield; for example, 0.34 means a 34% yield). (1) The reactants are [CH2:1]([N:3]1[CH:12]=[C:11]([C:13]([OH:15])=O)[C:10]2[C:5](=[CH:6][C:7]([O:18][CH3:19])=[C:8]([O:16][CH3:17])[CH:9]=2)[C:4]1=[O:20])[CH3:2].CN(C(ON1N=NC2C=CC=NC1=2)=[N+](C)C)C.F[P-](F)(F)(F)(F)F.[CH3:45][O:46][CH2:47][CH2:48][O:49][C:50]1[CH:55]=[C:54]([CH3:56])[CH:53]=[CH:52][C:51]=1[CH2:57][NH2:58].C(N(CC)CC)C. The catalyst is CN(C)C(=O)C. The product is [CH2:1]([N:3]1[CH:12]=[C:11]([C:13]([NH:58][CH2:57][C:51]2[CH:52]=[CH:53][C:54]([CH3:56])=[CH:55][C:50]=2[O:49][CH2:48][CH2:47][O:46][CH3:45])=[O:15])[C:10]2[C:5](=[CH:6][C:7]([O:18][CH3:19])=[C:8]([O:16][CH3:17])[CH:9]=2)[C:4]1=[O:20])[CH3:2]. The yield is 0.460. (2) The reactants are Br[C:2]1[CH:3]=[C:4]([N:8]2[C:16]3[C:11](=[C:12]([Cl:17])[CH:13]=[CH:14][CH:15]=3)[C:10]([C:18]([O:20][CH3:21])=[O:19])=[N:9]2)[CH:5]=[CH:6][CH:7]=1.[C:22]([C@:24]1([OH:31])[CH2:28][CH2:27][N:26]([CH3:29])[C:25]1=[O:30])#[CH:23]. No catalyst specified. The product is [Cl:17][C:12]1[CH:13]=[CH:14][CH:15]=[C:16]2[C:11]=1[C:10]([C:18]([O:20][CH3:21])=[O:19])=[N:9][N:8]2[C:4]1[CH:5]=[CH:6][CH:7]=[C:2]([C:23]#[C:22][C@:24]2([OH:31])[CH2:28][CH2:27][N:26]([CH3:29])[C:25]2=[O:30])[CH:3]=1. The yield is 0.370. (3) The reactants are F[C:2]1[CH:7]=[C:6]([CH3:8])[C:5]([N+:9]([O-])=O)=[CH:4][N:3]=1.Cl.[CH:13]12[NH:19][CH:16]([CH2:17][CH2:18]1)[CH2:15][CH2:14]2.CCN(CC)CC. The catalyst is C(#N)C. The product is [CH:16]12[N:19]([C:2]3[N:3]=[CH:4][C:5]([NH2:9])=[C:6]([CH3:8])[CH:7]=3)[CH:13]([CH2:18][CH2:17]1)[CH2:14][CH2:15]2. The yield is 0.710. (4) The reactants are I[C:2]1[CH:3]=[CH:4][C:5]2[N:6]([CH:8]=[C:9]([NH:11][C:12]([CH:14]3[CH2:16][CH2:15]3)=[O:13])[N:10]=2)[N:7]=1.[CH3:17][C:18]1[NH:19][C:20]2[C:25]([CH:26]=1)=[CH:24][CH:23]=[C:22]([OH:27])[CH:21]=2.C(=O)([O-])[O-].[K+].[K+]. The catalyst is CN(C)C=O. The product is [CH3:17][C:18]1[NH:19][C:20]2[C:25]([CH:26]=1)=[CH:24][CH:23]=[C:22]([O:27][C:2]1[CH:3]=[CH:4][C:5]3[N:6]([CH:8]=[C:9]([NH:11][C:12]([CH:14]4[CH2:16][CH2:15]4)=[O:13])[N:10]=3)[N:7]=1)[CH:21]=2. The yield is 0.360. (5) The reactants are [Br:1][C:2]1[CH:3]=[CH:4][C:5]([OH:25])=[C:6]([CH:24]=1)[C:7]([NH:9][C:10]1[S:11][C:12]([C:21](O)=[O:22])=[C:13]([C:15]2[CH:20]=[CH:19][CH:18]=[CH:17][CH:16]=2)[N:14]=1)=[O:8].CN.O.O[N:30]1[C:34]2C=CC=CC=2N=N1.CCN=C=NCCCN(C)C.Cl.Cl. The catalyst is O1CCCC1. The product is [Br:1][C:2]1[CH:3]=[CH:4][C:5]([OH:25])=[C:6]([CH:24]=1)[C:7]([NH:9][C:10]1[S:11][C:12]([C:21]([NH:30][CH3:34])=[O:22])=[C:13]([C:15]2[CH:20]=[CH:19][CH:18]=[CH:17][CH:16]=2)[N:14]=1)=[O:8]. The yield is 0.426.